From a dataset of NCI-60 drug combinations with 297,098 pairs across 59 cell lines. Regression. Given two drug SMILES strings and cell line genomic features, predict the synergy score measuring deviation from expected non-interaction effect. (1) Drug 1: CC12CCC(CC1=CCC3C2CCC4(C3CC=C4C5=CN=CC=C5)C)O. Drug 2: C1=CC(=CC=C1CCCC(=O)O)N(CCCl)CCCl. Cell line: SK-OV-3. Synergy scores: CSS=24.0, Synergy_ZIP=-0.553, Synergy_Bliss=3.61, Synergy_Loewe=3.01, Synergy_HSA=3.31. (2) Drug 1: C1C(C(OC1N2C=NC3=C(N=C(N=C32)Cl)N)CO)O. Drug 2: C1C(C(OC1N2C=NC(=NC2=O)N)CO)O. Cell line: T-47D. Synergy scores: CSS=27.1, Synergy_ZIP=-0.0431, Synergy_Bliss=8.03, Synergy_Loewe=4.97, Synergy_HSA=4.78.